From a dataset of Forward reaction prediction with 1.9M reactions from USPTO patents (1976-2016). Predict the product of the given reaction. (1) Given the reactants [CH3:1][C:2]1[C:3]2[N:4]([CH:8]=[C:9]([C:11]([F:14])([F:13])[F:12])[N:10]=2)[CH:5]=[CH:6][N:7]=1, predict the reaction product. The product is: [CH3:1][CH:2]1[NH:7][CH2:6][CH2:5][N:4]2[CH:8]=[C:9]([C:11]([F:14])([F:12])[F:13])[N:10]=[C:3]12. (2) Given the reactants [N:1]1([S:11]([C:14]2[CH:15]=[C:16]([N:20]3[C:29](=[O:30])[C:28]4[C:27]([C:31]([NH2:33])=O)=[CH:26][CH:25]=[CH:24][C:23]=4[NH:22][C:21]3=[O:34])[CH:17]=[CH:18][CH:19]=2)(=[O:13])=[O:12])[C:10]2[C:5](=[CH:6][CH:7]=[CH:8][CH:9]=2)[CH2:4][CH2:3][CH2:2]1.ClC(Cl)(OC(=O)OC(Cl)(Cl)Cl)Cl.O, predict the reaction product. The product is: [N:1]1([S:11]([C:14]2[CH:15]=[C:16]([N:20]3[C:29](=[O:30])[C:28]4[C:27]([C:31]#[N:33])=[CH:26][CH:25]=[CH:24][C:23]=4[NH:22][C:21]3=[O:34])[CH:17]=[CH:18][CH:19]=2)(=[O:13])=[O:12])[C:10]2[C:5](=[CH:6][CH:7]=[CH:8][CH:9]=2)[CH2:4][CH2:3][CH2:2]1. (3) Given the reactants C(O)(=O)C.[F:5][C:6]([F:26])([F:25])[O:7][C:8]1[CH:13]=[CH:12][C:11]([N:14]2[CH2:18][CH2:17][C:16]3([CH2:23][CH2:22][NH:21][CH2:20][CH2:19]3)[C:15]2=[O:24])=[CH:10][CH:9]=1.[C:27]1([CH:33]([CH2:37][CH3:38])[C:34](Cl)=[O:35])[CH:32]=[CH:31][CH:30]=[CH:29][CH:28]=1, predict the reaction product. The product is: [C:27]1([CH:33]([CH2:37][CH3:38])[C:34]([N:21]2[CH2:20][CH2:19][C:16]3([C:15](=[O:24])[N:14]([C:11]4[CH:12]=[CH:13][C:8]([O:7][C:6]([F:5])([F:25])[F:26])=[CH:9][CH:10]=4)[CH2:18][CH2:17]3)[CH2:23][CH2:22]2)=[O:35])[CH:32]=[CH:31][CH:30]=[CH:29][CH:28]=1. (4) Given the reactants [F:1][C:2]1[CH:7]=[CH:6][C:5]([C:8]2[C:13]([CH3:14])=[C:12]([CH:15]([CH3:17])[CH3:16])[N:11]=[C:10]([N:18]([CH3:23])[S:19]([CH3:22])(=[O:21])=[O:20])[N:9]=2)=[CH:4][CH:3]=1.[Br:24]N1C(=O)CCC1=O.O, predict the reaction product. The product is: [F:1][C:2]1[CH:3]=[CH:4][C:5]([C:8]2[C:13]([CH2:14][Br:24])=[C:12]([CH:15]([CH3:17])[CH3:16])[N:11]=[C:10]([N:18]([CH3:23])[S:19]([CH3:22])(=[O:21])=[O:20])[N:9]=2)=[CH:6][CH:7]=1. (5) Given the reactants [CH3:1][Sn:2]([CH3:5])(Cl)Cl.[C:6]1([Mg]Br)[CH:11]=[CH:10][CH:9]=[CH:8][CH:7]=1, predict the reaction product. The product is: [CH3:1][Sn:2]([CH3:5])([C:6]1[CH:11]=[CH:10][CH:9]=[CH:8][CH:7]=1)[C:6]1[CH:11]=[CH:10][CH:9]=[CH:8][CH:7]=1. (6) Given the reactants Cl.FC1C=C(C=CC=1)CN1C=C(C2C3C(=NC=C(C4C=CC(C5CCNCC5)=CC=4)C=3)N(S(C3C=CC(C)=CC=3)(=O)=O)C=2)C=N1.[F:46][C:47]1[CH:48]=[C:49]([CH:91]=[CH:92][CH:93]=1)[CH2:50][N:51]1[CH:55]=[C:54]([C:56]2[C:64]3[C:59](=[N:60][CH:61]=[C:62]([C:65]4[CH:66]=[CH:67][C:68]([N:71]5[CH2:76][CH2:75][N:74]([CH2:77][C:78]([NH2:80])=[O:79])[CH2:73][CH2:72]5)=[N:69][CH:70]=4)[CH:63]=3)[N:58](S(C3C=CC(C)=CC=3)(=O)=O)[CH:57]=2)[CH:53]=[N:52]1.[OH-].[Li+], predict the reaction product. The product is: [F:46][C:47]1[CH:48]=[C:49]([CH:91]=[CH:92][CH:93]=1)[CH2:50][N:51]1[CH:55]=[C:54]([C:56]2[C:64]3[C:59](=[N:60][CH:61]=[C:62]([C:65]4[CH:66]=[CH:67][C:68]([N:71]5[CH2:72][CH2:73][N:74]([CH2:77][C:78]([NH2:80])=[O:79])[CH2:75][CH2:76]5)=[N:69][CH:70]=4)[CH:63]=3)[NH:58][CH:57]=2)[CH:53]=[N:52]1.